Task: Regression. Given two drug SMILES strings and cell line genomic features, predict the synergy score measuring deviation from expected non-interaction effect.. Dataset: NCI-60 drug combinations with 297,098 pairs across 59 cell lines (1) Cell line: A498. Drug 2: CC12CCC3C(C1CCC2OP(=O)(O)O)CCC4=C3C=CC(=C4)OC(=O)N(CCCl)CCCl.[Na+]. Drug 1: CC(CN1CC(=O)NC(=O)C1)N2CC(=O)NC(=O)C2. Synergy scores: CSS=25.5, Synergy_ZIP=-3.50, Synergy_Bliss=1.30, Synergy_Loewe=-2.88, Synergy_HSA=2.10. (2) Cell line: RXF 393. Drug 2: C#CCC(CC1=CN=C2C(=N1)C(=NC(=N2)N)N)C3=CC=C(C=C3)C(=O)NC(CCC(=O)O)C(=O)O. Drug 1: CC1=C(C=C(C=C1)NC2=NC=CC(=N2)N(C)C3=CC4=NN(C(=C4C=C3)C)C)S(=O)(=O)N.Cl. Synergy scores: CSS=-1.25, Synergy_ZIP=3.16, Synergy_Bliss=-3.87, Synergy_Loewe=-4.63, Synergy_HSA=-3.97. (3) Drug 1: CC1=C(C(=CC=C1)Cl)NC(=O)C2=CN=C(S2)NC3=CC(=NC(=N3)C)N4CCN(CC4)CCO. Drug 2: CCN(CC)CCCC(C)NC1=C2C=C(C=CC2=NC3=C1C=CC(=C3)Cl)OC. Cell line: HCT116. Synergy scores: CSS=39.8, Synergy_ZIP=-1.03, Synergy_Bliss=1.86, Synergy_Loewe=2.57, Synergy_HSA=3.68.